From a dataset of Full USPTO retrosynthesis dataset with 1.9M reactions from patents (1976-2016). Predict the reactants needed to synthesize the given product. (1) Given the product [CH:42](=[C:21]1[C:22]2[CH:29]=[CH:28][CH:27]=[CH:26][C:23]=2[CH2:24][CH2:25][CH:19]([NH:18][C:16]([O:15][C:11]([CH3:14])([CH3:12])[CH3:13])=[O:17])[C:20]1=[O:30])[C:43]1[CH:48]=[CH:47][CH:46]=[CH:45][CH:44]=1, predict the reactants needed to synthesize it. The reactants are: C[Si](C)(C)N[Si](C)(C)C.[Li].[C:11]([O:15][C:16]([NH:18][CH:19]1[CH2:25][CH2:24][C:23]2[CH:26]=[CH:27][CH:28]=[CH:29][C:22]=2[CH2:21][C:20]1=[O:30])=[O:17])([CH3:14])([CH3:13])[CH3:12].CN(C)P(N(C)C)(N(C)C)=O.[CH:42](=O)[C:43]1[CH:48]=[CH:47][CH:46]=[CH:45][CH:44]=1. (2) Given the product [F:1][C:2]1[CH:7]=[CH:6][C:5]([N:8]2[C:12]([C:13]3[CH:18]=[CH:17][CH:16]=[C:15]([O:19][C:20]([F:21])([F:23])[F:22])[CH:14]=3)=[CH:11][C:10]([NH2:24])=[N:9]2)=[CH:4][CH:3]=1, predict the reactants needed to synthesize it. The reactants are: [F:1][C:2]1[CH:7]=[CH:6][C:5]([N:8]2[CH:12]([C:13]3[CH:18]=[CH:17][CH:16]=[C:15]([O:19][C:20]([F:23])([F:22])[F:21])[CH:14]=3)[CH2:11][C:10]([NH2:24])=[N:9]2)=[CH:4][CH:3]=1.